Dataset: Full USPTO retrosynthesis dataset with 1.9M reactions from patents (1976-2016). Task: Predict the reactants needed to synthesize the given product. (1) Given the product [C:13]([O:12][C:10]([N:9]([CH2:17][C:18]([OH:20])=[O:19])[CH2:8][CH2:7][C:6]([O:5][C:1]([CH3:3])([CH3:2])[CH3:4])=[O:28])=[O:11])([CH3:14])([CH3:15])[CH3:16], predict the reactants needed to synthesize it. The reactants are: [C:1]([O:5][C:6](=[O:28])[CH2:7][CH2:8][N:9]([CH2:17][C:18]([O:20]CC1C=CC=CC=1)=[O:19])[C:10]([O:12][C:13]([CH3:16])([CH3:15])[CH3:14])=[O:11])([CH3:4])([CH3:3])[CH3:2]. (2) Given the product [C:8]1([CH:2]([N:14]2[CH:42]=[C:41]([C:35]3[CH:40]=[CH:39][CH:38]=[CH:37][CH:36]=3)[N:16]=[N:15]2)[C:3]([O:5][CH2:6][CH3:7])=[O:4])[CH:13]=[CH:12][CH:11]=[CH:10][CH:9]=1, predict the reactants needed to synthesize it. The reactants are: Br[CH:2]([C:8]1[CH:13]=[CH:12][CH:11]=[CH:10][CH:9]=1)[C:3]([O:5][CH2:6][CH3:7])=[O:4].[N-:14]=[N+:15]=[N-:16].[Na+].CS(C)=O.O=C1O[C@H]([C@H](CO)O)C([O-])=C1O.[Na+].[C:35]1([C:41]#[CH:42])[CH:40]=[CH:39][CH:38]=[CH:37][CH:36]=1. (3) The reactants are: [Cl:1][C:2]1[CH:3]=[CH:4][C:5]2[N:11]([C:12](=[O:30])[C:13]3[CH:18]=[CH:17][C:16]([NH:19][C:20](=[O:28])[C:21]4[CH:26]=[CH:25][CH:24]=[CH:23][C:22]=4[CH3:27])=[CH:15][C:14]=3[CH3:29])[CH2:10][CH2:9][CH2:8][C:7](=[O:31])[C:6]=2[CH:32]=1.[BH4-].[Na+].Cl. Given the product [Cl:1][C:2]1[CH:3]=[CH:4][C:5]2[N:11]([C:12](=[O:30])[C:13]3[CH:18]=[CH:17][C:16]([NH:19][C:20](=[O:28])[C:21]4[CH:26]=[CH:25][CH:24]=[CH:23][C:22]=4[CH3:27])=[CH:15][C:14]=3[CH3:29])[CH2:10][CH2:9][CH2:8][CH:7]([OH:31])[C:6]=2[CH:32]=1, predict the reactants needed to synthesize it.